From a dataset of Forward reaction prediction with 1.9M reactions from USPTO patents (1976-2016). Predict the product of the given reaction. (1) Given the reactants [Br:1][C:2]1[C:3]([OH:10])=[C:4]([CH:7]=[CH:8][CH:9]=1)[CH:5]=O.Br[CH2:12][C:13]([C:15]1[CH:20]=[CH:19][C:18]([F:21])=[C:17]([Cl:22])[CH:16]=1)=[O:14], predict the reaction product. The product is: [Br:1][C:2]1[C:3]2[O:10][C:12]([C:13]([C:15]3[CH:20]=[CH:19][C:18]([F:21])=[C:17]([Cl:22])[CH:16]=3)=[O:14])=[CH:5][C:4]=2[CH:7]=[CH:8][CH:9]=1. (2) Given the reactants [Br:1][C:2]1[CH:3]=[C:4]([C:8]([CH3:18])([CH3:17])[CH2:9][C:10]2([C:13]([F:16])([F:15])[F:14])[CH2:12][O:11]2)[CH:5]=[CH:6][CH:7]=1.[OH:19][C:20]1[C:29]2[C:24](=[CH:25][CH:26]=[CH:27][CH:28]=2)[N:23]=[CH:22][CH:21]=1.[O-]CC.[Na+], predict the reaction product. The product is: [Br:1][C:2]1[CH:3]=[C:4]([C:8]([CH3:18])([CH3:17])[CH2:9][C:10]([OH:11])([C:13]([F:16])([F:15])[F:14])[CH2:12][N:23]2[C:24]3[C:29](=[CH:28][CH:27]=[CH:26][CH:25]=3)[C:20](=[O:19])[CH:21]=[CH:22]2)[CH:5]=[CH:6][CH:7]=1. (3) Given the reactants Cl.[NH2:2][CH:3]1[CH2:6][C:5](=[O:7])[CH2:4]1.[CH3:8][C:9]([O:12][C:13](O[C:13]([O:12][C:9]([CH3:11])([CH3:10])[CH3:8])=[O:14])=[O:14])([CH3:11])[CH3:10].C([O-])([O-])=O.[Na+].[Na+], predict the reaction product. The product is: [O:7]=[C:5]1[CH2:6][CH:3]([NH:2][C:13](=[O:14])[O:12][C:9]([CH3:11])([CH3:10])[CH3:8])[CH2:4]1. (4) Given the reactants C(OC([NH:8][CH:9]([C:43]([CH3:46])([CH3:45])[CH3:44])[C:10]([N:12]1[CH2:16][CH:15]([O:17][C:18]2[C:27]3[C:22](=[C:23]([Cl:28])[CH:24]=[CH:25][CH:26]=3)[N:21]=[C:20]([O:29][CH2:30][CH3:31])[CH:19]=2)[CH2:14][CH:13]1[C:32]([NH:34][C:35]1([C:40]([OH:42])=[O:41])[CH2:37][CH:36]1[CH2:38][CH3:39])=[O:33])=[O:11])=O)(C)(C)C.Cl.[F:48][C:49]([F:68])([F:67])[C:50]1([O:54][C:55](=[O:66])OC2C=CC([N+]([O-])=O)=CC=2)[CH2:53][CH2:52][CH2:51]1.OS([O-])(=O)=O.[K+], predict the reaction product. The product is: [Cl:28][C:23]1[CH:24]=[CH:25][CH:26]=[C:27]2[C:22]=1[N:21]=[C:20]([O:29][CH2:30][CH3:31])[CH:19]=[C:18]2[O:17][CH:15]1[CH2:16][N:12]([C:10](=[O:11])[CH:9]([NH:8][C:55]([O:54][C:50]2([C:49]([F:48])([F:67])[F:68])[CH2:51][CH2:52][CH2:53]2)=[O:66])[C:43]([CH3:44])([CH3:46])[CH3:45])[CH:13]([C:32]([NH:34][C:35]2([C:40]([OH:42])=[O:41])[CH2:37][CH:36]2[CH2:38][CH3:39])=[O:33])[CH2:14]1. (5) The product is: [CH3:1][C:2]1([CH3:17])[CH2:6][C:5]2[CH:7]=[CH:8][CH:9]=[C:10]([N:11]3[CH2:16][CH2:15][N:14]([CH2:19][CH2:20][C:21]4[CH:22]=[CH:23][C:24]5[O:29][CH2:28][C:27](=[O:30])[NH:26][C:25]=5[CH:31]=4)[CH2:13][CH2:12]3)[C:4]=2[O:3]1. Given the reactants [CH3:1][C:2]1([CH3:17])[CH2:6][C:5]2[CH:7]=[CH:8][CH:9]=[C:10]([N:11]3[CH2:16][CH2:15][NH:14][CH2:13][CH2:12]3)[C:4]=2[O:3]1.Cl[CH2:19][CH2:20][C:21]1[CH:22]=[C:23](F)[C:24]2[O:29][CH2:28][C:27](=[O:30])[NH:26][C:25]=2[CH:31]=1, predict the reaction product.